Dataset: Forward reaction prediction with 1.9M reactions from USPTO patents (1976-2016). Task: Predict the product of the given reaction. Given the reactants [CH2:1]1[CH2:6][CH2:5][C:4]([CH2:11][NH2:12])([CH2:7][C:8]([OH:10])=[O:9])[CH2:3][CH2:2]1.Cl[Si](C)(C)C.C(N(CC)CC)C.Cl[C:26]([O:28][CH:29]1[CH2:34][CH2:33][CH2:32][CH2:31][C:30]1(OC)[O:35]C)=[O:27], predict the reaction product. The product is: [C:30]1(=[O:35])[CH2:31][CH2:32][CH2:33][CH2:34][CH:29]1[O:28][C:26]([NH:12][CH2:11][C:4]1([CH2:7][C:8]([OH:10])=[O:9])[CH2:3][CH2:2][CH2:1][CH2:6][CH2:5]1)=[O:27].